Dataset: Full USPTO retrosynthesis dataset with 1.9M reactions from patents (1976-2016). Task: Predict the reactants needed to synthesize the given product. (1) The reactants are: [CH3:1][O:2][C:3]1[CH:8]=[C:7]([CH3:9])[C:6]([S:10]([N:13]([CH2:15][C:16]2[O:20][CH:19]=[C:18]([C:21]([OH:23])=O)[CH:17]=2)[CH3:14])(=[O:12])=[O:11])=[C:5]([CH3:24])[CH:4]=1.CCN=C=NCCCN(C)C.C1C=NC2N(O)N=NC=2C=1.CCN(C(C)C)C(C)C.[NH:55]1[C@@H:59]2[CH2:60][CH2:61][CH2:62][CH2:63][C@H:58]2[N:57]=[C:56]1[C:64]1[CH:69]=[CH:68][C:67]([CH2:70][CH2:71][NH2:72])=[CH:66][CH:65]=1. Given the product [NH:57]1[C@@H:58]2[CH2:63][CH2:62][CH2:61][CH2:60][C@H:59]2[N:55]=[C:56]1[C:64]1[CH:65]=[CH:66][C:67]([CH2:70][CH2:71][NH:72][C:21]([C:18]2[CH:17]=[C:16]([CH2:15][N:13]([S:10]([C:6]3[C:7]([CH3:9])=[CH:8][C:3]([O:2][CH3:1])=[CH:4][C:5]=3[CH3:24])(=[O:11])=[O:12])[CH3:14])[O:20][CH:19]=2)=[O:23])=[CH:68][CH:69]=1, predict the reactants needed to synthesize it. (2) Given the product [CH3:13][O:12][CH:11]([O:14][CH3:15])[C:10]1[CH:9]=[CH:8][N:5]=[C:2]([CH3:3])[N:4]=1, predict the reactants needed to synthesize it. The reactants are: Cl.[C:2]([NH2:5])(=[NH:4])[CH3:3].CN(C)[CH:8]=[CH:9][C:10](=O)[CH:11]([O:14][CH3:15])[O:12][CH3:13].C[O-].[Na+]. (3) Given the product [F:16][C:8]([F:17])([C:9]1[CH:14]=[CH:13][C:12]([F:15])=[CH:11][CH:10]=1)[C:6]1[N:7]=[C:2]([NH:27][C:24]2[CH:23]=[C:22]([CH3:21])[NH:26][N:25]=2)[C:3]2[S:20][CH:19]=[CH:18][C:4]=2[N:5]=1, predict the reactants needed to synthesize it. The reactants are: Cl[C:2]1[C:3]2[S:20][CH:19]=[CH:18][C:4]=2[N:5]=[C:6]([C:8]([F:17])([F:16])[C:9]2[CH:14]=[CH:13][C:12]([F:15])=[CH:11][CH:10]=2)[N:7]=1.[CH3:21][C:22]1[NH:26][N:25]=[C:24]([NH2:27])[CH:23]=1.O1CCOCC1.O. (4) Given the product [CH2:43]([O:42][C:40](=[O:41])[CH2:39][CH2:38][CH2:37][NH:36][CH:20]1[CH2:19][CH2:18][N:17]([C:15](=[O:16])[C:14]2[CH:24]=[CH:25][CH:26]=[C:12]([C@@H:11]([N:7]3[CH2:8][C@@H:9]([CH3:10])[N:4]([CH2:1][CH:2]=[CH2:3])[CH2:5][C@@H:6]3[CH3:34])[C:27]3[CH:32]=[CH:31][CH:30]=[C:29]([OH:33])[CH:28]=3)[CH:13]=2)[CH2:22][CH2:21]1)[CH3:44], predict the reactants needed to synthesize it. The reactants are: [CH2:1]([N:4]1[C@H:9]([CH3:10])[CH2:8][N:7]([C@@H:11]([C:27]2[CH:32]=[CH:31][CH:30]=[C:29]([OH:33])[CH:28]=2)[C:12]2[CH:13]=[C:14]([CH:24]=[CH:25][CH:26]=2)[C:15]([N:17]2[CH2:22][CH2:21][C:20](=O)[CH2:19][CH2:18]2)=[O:16])[C@@H:6]([CH3:34])[CH2:5]1)[CH:2]=[CH2:3].Cl.[NH2:36][CH2:37][CH2:38][CH2:39][C:40]([O:42][CH2:43][CH3:44])=[O:41].[OH-].[K+].C([BH3-])#N.[Na+]. (5) Given the product [C:10]1([C:9](=[N:2][CH:3]2[CH2:7][CH2:6][O:5][C:4]2=[O:8])[C:16]2[CH:17]=[CH:18][CH:19]=[CH:20][CH:21]=2)[CH:15]=[CH:14][CH:13]=[CH:12][CH:11]=1, predict the reactants needed to synthesize it. The reactants are: Br.[NH2:2][CH:3]1[CH2:7][CH2:6][O:5][C:4]1=[O:8].[C:9](=N)([C:16]1[CH:21]=[CH:20][CH:19]=[CH:18][CH:17]=1)[C:10]1[CH:15]=[CH:14][CH:13]=[CH:12][CH:11]=1. (6) Given the product [OH:8][C@@H:9]1[C@@:36]2([CH3:37])[C:13](=[CH:14][CH:15]=[C:16]3[C@@H:35]2[CH2:34][CH2:33][C@@:32]2([CH3:38])[C@H:17]3[CH2:18][CH:19]=[C:20]2[C@@H:21]([S:23][CH2:24][CH2:25][CH2:26][CH2:27][C:28]([OH:31])([CH3:30])[CH3:29])[CH3:22])[CH2:12][C@@H:11]([OH:39])[CH2:10]1, predict the reactants needed to synthesize it. The reactants are: [Si]([O:8][C@@H:9]1[C@@:36]2([CH3:37])[C:13](=[CH:14][CH:15]=[C:16]3[C@@H:35]2[CH2:34][CH2:33][C@@:32]2([CH3:38])[C@H:17]3[CH2:18][CH:19]=[C:20]2[C@@H:21]([S:23][CH2:24][CH2:25][CH2:26][CH2:27][C:28]([OH:31])([CH3:30])[CH3:29])[CH3:22])[CH2:12][C@@H:11]([OH:39])[CH2:10]1)(C(C)(C)C)(C)C.[F-].C([N+](CCCC)(CCCC)CCCC)CCC. (7) Given the product [F:22][C:23]1[CH:28]=[C:27]([C:2]2[N:6]3[C:7]4[N:15]=[C:14]([O:16][CH3:17])[CH:13]=[CH:12][C:8]=4[N:9]=[C:10]([CH3:11])[C:5]3=[C:4]([CH3:18])[N:3]=2)[CH:26]=[CH:25][CH:24]=1, predict the reactants needed to synthesize it. The reactants are: Br[C:2]1[N:6]2[C:7]3[N:15]=[C:14]([O:16][CH3:17])[CH:13]=[CH:12][C:8]=3[N:9]=[C:10]([CH3:11])[C:5]2=[C:4]([CH3:18])[N:3]=1.C(O)C.[F:22][C:23]1[CH:24]=[C:25](B(O)O)[CH:26]=[CH:27][CH:28]=1.C(=O)([O-])[O-].[K+].[K+]. (8) Given the product [F:18][C:2]1([F:1])[CH2:5][CH:4]([CH2:6][CH:8]2[C:9](=[O:17])[O:10][C:11]([CH3:16])([CH3:15])[O:12][C:13]2=[O:14])[CH2:3]1, predict the reactants needed to synthesize it. The reactants are: [F:1][C:2]1([F:18])[CH2:5][CH:4]([C:6]([CH:8]2[C:13](=[O:14])[O:12][C:11]([CH3:16])([CH3:15])[O:10][C:9]2=[O:17])=O)[CH2:3]1.C(O)(=O)C.[BH4-].[Na+]. (9) Given the product [I-:18].[N:8]1([C:6]([N:1]2[CH:5]=[CH:4][N+:3]([CH3:19])=[CH:2]2)=[O:7])[C:17]2[C:12](=[CH:13][CH:14]=[CH:15][CH:16]=2)[CH2:11][CH2:10][CH2:9]1, predict the reactants needed to synthesize it. The reactants are: [N:1]1([C:6]([N:8]2[C:17]3[C:12](=[CH:13][CH:14]=[CH:15][CH:16]=3)[CH2:11][CH2:10][CH2:9]2)=[O:7])[CH:5]=[CH:4][N:3]=[CH:2]1.[I:18][CH3:19].